Dataset: Reaction yield outcomes from USPTO patents with 853,638 reactions. Task: Predict the reaction yield, written as a fraction of the theoretical maximum amount of product (1.0 means a 100% yield; for example, 0.34 means a 34% yield). The reactants are [CH2:1]([N:3]1[CH2:8][C:7]([CH3:10])([CH3:9])[O:6][C:5](=[O:11])[CH:4]1[CH2:12][C:13]([OH:15])=O)[CH3:2].C(N(C(C)C)CC)(C)C.CN(C(ON1N=NC2C=CC=NC1=2)=[N+](C)C)C.F[P-](F)(F)(F)(F)F.[C:49]([NH2:53])([CH3:52])([CH3:51])[CH3:50]. The catalyst is CN(C=O)C. The product is [C:49]([NH:53][C:13](=[O:15])[CH2:12][CH:4]1[C:5](=[O:11])[O:6][C:7]([CH3:9])([CH3:10])[CH2:8][N:3]1[CH2:1][CH3:2])([CH3:52])([CH3:51])[CH3:50]. The yield is 0.920.